Dataset: Reaction yield outcomes from USPTO patents with 853,638 reactions. Task: Predict the reaction yield, written as a fraction of the theoretical maximum amount of product (1.0 means a 100% yield; for example, 0.34 means a 34% yield). (1) The reactants are C(OC(=O)[NH:7][CH2:8][CH2:9][C:10]1[CH:15]=[CH:14][CH:13]=[C:12]([O:16][CH2:17][C:18]2[CH:23]=[CH:22][CH:21]=[C:20]([F:24])[CH:19]=2)[CH:11]=1)(C)(C)C. The catalyst is ClCCl.FC(F)(F)C(O)=O. The product is [F:24][C:20]1[CH:19]=[C:18]([CH:23]=[CH:22][CH:21]=1)[CH2:17][O:16][C:12]1[CH:11]=[C:10]([CH2:9][CH2:8][NH2:7])[CH:15]=[CH:14][CH:13]=1. The yield is 1.00. (2) The reactants are [CH3:1][C:2]1[CH:11]=[CH:10][C:5]2[O:6][CH2:7][CH2:8][O:9][C:4]=2[CH:3]=1.[CH3:12][O:13]C(Cl)Cl.[Sn](Cl)(Cl)(Cl)Cl.Cl. The catalyst is ClCCCl. The product is [CH3:1][C:2]1[C:11]([CH:12]=[O:13])=[CH:10][C:5]2[O:6][CH2:7][CH2:8][O:9][C:4]=2[CH:3]=1. The yield is 0.790. (3) The reactants are [ClH:1].Cl.[N:3]1([CH2:9][CH2:10][O:11][C:12]2[CH:22]=[CH:21][C:15]3[CH2:16][NH:17][CH2:18][CH2:19][CH2:20][C:14]=3[CH:13]=2)[CH2:8][CH2:7][CH2:6][CH2:5][CH2:4]1.[CH3:23][C:24]([CH3:26])=O.C([BH3-])#N.[Na+]. The catalyst is C(O)(=O)C.ClCCCl.CO. The product is [ClH:1].[ClH:1].[CH:24]([N:17]1[CH2:18][CH2:19][CH2:20][C:14]2[CH:13]=[C:12]([O:11][CH2:10][CH2:9][N:3]3[CH2:4][CH2:5][CH2:6][CH2:7][CH2:8]3)[CH:22]=[CH:21][C:15]=2[CH2:16]1)([CH3:26])[CH3:23]. The yield is 0.590. (4) The reactants are [CH3:1][C:2]1[CH:7]=[CH:6][CH:5]=[C:4]([CH3:8])[C:3]=1[C:9]1[C:14]2[CH2:15][CH:16]([CH2:18][N:19]=[N+]=[N-])[O:17][C:13]=2[CH:12]=[CH:11][CH:10]=1. The catalyst is [Pd]. The product is [CH3:1][C:2]1[CH:7]=[CH:6][CH:5]=[C:4]([CH3:8])[C:3]=1[C:9]1[C:14]2[CH2:15][CH:16]([CH2:18][NH2:19])[O:17][C:13]=2[CH:12]=[CH:11][CH:10]=1. The yield is 0.930. (5) The reactants are [CH3:1][O:2][C:3](=[O:16])[CH2:4][NH:5][C:6]([C:8]1[C:9](Cl)=[N:10][CH:11]=[C:12]([F:14])[CH:13]=1)=[O:7].CCN(CC)CC. The catalyst is CO.[OH-].[OH-].[Pd+2]. The product is [CH3:1][O:2][C:3](=[O:16])[CH2:4][NH:5][C:6]([C:8]1[CH:9]=[N:10][CH:11]=[C:12]([F:14])[CH:13]=1)=[O:7]. The yield is 0.950. (6) The reactants are [Li+].CC([N-]C(C)C)C.[F:9][C:10]([F:37])([F:36])[C:11]1[CH:16]=[CH:15][C:14]([C:17]2[CH:18]=[C:19]([CH:33]=[CH:34][CH:35]=2)[CH2:20][O:21][C:22]2[CH:23]=[C:24]3[C:29](=[CH:30][CH:31]=2)[CH2:28][C:27](=[O:32])[CH2:26][CH2:25]3)=[CH:13][CH:12]=1.Br[CH2:39][C:40]([O:42][CH3:43])=[O:41].O. The catalyst is C1COCC1. The product is [F:9][C:10]([F:36])([F:37])[C:11]1[CH:12]=[CH:13][C:14]([C:17]2[CH:18]=[C:19]([CH:33]=[CH:34][CH:35]=2)[CH2:20][O:21][C:22]2[CH:23]=[C:24]3[C:29](=[CH:30][CH:31]=2)[CH:28]([CH2:39][C:40]([O:42][CH3:43])=[O:41])[C:27](=[O:32])[CH2:26][CH2:25]3)=[CH:15][CH:16]=1. The yield is 0.220. (7) The catalyst is C1(C)C=CC=CC=1.ClCCl.C1C=CC(/C=C/C(/C=C/C2C=CC=CC=2)=O)=CC=1.C1C=CC(/C=C/C(/C=C/C2C=CC=CC=2)=O)=CC=1.C1C=CC(/C=C/C(/C=C/C2C=CC=CC=2)=O)=CC=1.[Pd].[Pd]. The yield is 0.0500. The product is [CH:72]1([NH:76][C:50]2[CH:51]=[C:52]3[C:58]([C:59]([F:71])([F:70])[C:60]4[CH:61]=[C:62]5[C:67](=[CH:68][CH:69]=4)[N:66]=[CH:65][CH:64]=[CH:63]5)=[N:57][O:56][C:53]3=[N:54][CH:55]=2)[CH2:75][CH2:74][CH2:73]1. The reactants are CC(C)([O-])C.[Na+].CC1(C)C2C(=C(P(C3C=CC=CC=3)C3C=CC=CC=3)C=CC=2)OC2C(P(C3C=CC=CC=3)C3C=CC=CC=3)=CC=CC1=2.Br[C:50]1[CH:51]=[C:52]2[C:58]([C:59]([F:71])([F:70])[C:60]3[CH:61]=[C:62]4[C:67](=[CH:68][CH:69]=3)[N:66]=[CH:65][CH:64]=[CH:63]4)=[N:57][O:56][C:53]2=[N:54][CH:55]=1.[CH:72]1([NH2:76])[CH2:75][CH2:74][CH2:73]1.